From a dataset of Full USPTO retrosynthesis dataset with 1.9M reactions from patents (1976-2016). Predict the reactants needed to synthesize the given product. Given the product [C:34]([N:1]1[CH2:6][CH2:5][CH:4]([O:7][C:8]2[C:9]3[N:17]=[C:16]([C:18]4[CH:19]=[C:20]([NH:24][S:25]([C:28]5[CH:33]=[CH:32][CH:31]=[CH:30][CH:29]=5)(=[O:26])=[O:27])[CH:21]=[N:22][CH:23]=4)[CH:15]=[CH:14][C:10]=3[N:11]=[CH:12][N:13]=2)[CH2:3][CH2:2]1)(=[O:35])[CH3:36], predict the reactants needed to synthesize it. The reactants are: [NH:1]1[CH2:6][CH2:5][CH:4]([O:7][C:8]2[C:9]3[N:17]=[C:16]([C:18]4[CH:19]=[C:20]([NH:24][S:25]([C:28]5[CH:33]=[CH:32][CH:31]=[CH:30][CH:29]=5)(=[O:27])=[O:26])[CH:21]=[N:22][CH:23]=4)[CH:15]=[CH:14][C:10]=3[N:11]=[CH:12][N:13]=2)[CH2:3][CH2:2]1.[C:34](Cl)([CH3:36])=[O:35].